This data is from Catalyst prediction with 721,799 reactions and 888 catalyst types from USPTO. The task is: Predict which catalyst facilitates the given reaction. (1) Product: [CH3:1][C:2]1[CH:7]=[C:6]([CH3:8])[CH:5]=[CH:4][C:3]=1[C:9]1[C:10]2[C:17]([C:18]([NH2:20])=[O:19])=[CH:16][NH:15][C:11]=2[N:12]=[CH:13][N:14]=1. Reactant: [CH3:1][C:2]1[CH:7]=[C:6]([CH3:8])[CH:5]=[CH:4][C:3]=1[C:9]1[C:10]2[C:17]([C:18]([NH2:20])=[O:19])=[CH:16][N:15](COCC[Si](C)(C)C)[C:11]=2[N:12]=[CH:13][N:14]=1.CCCC[N+](CCCC)(CCCC)CCCC.[F-].C(N)CN. The catalyst class is: 1. (2) Reactant: [Cl:1][C:2]1[C:32]([C:33]([F:36])([F:35])[F:34])=[CH:31][CH:30]=[CH:29][C:3]=1[CH2:4][N:5]1[C:10](=[O:11])[C:9]([C:12]([O:14][CH2:15][CH3:16])=[O:13])=[CH:8][N:7]([C:17]2[CH:27]=[CH:26][C:20]3[N:21]([CH3:25])[C:22](=[O:24])[NH:23][C:19]=3[CH:18]=2)[C:6]1=[O:28].Br[CH2:38][CH:39]1[CH2:42][CH2:41][O:40]1.C(=O)([O-])[O-].[K+].[K+].[I-].[K+]. Product: [Cl:1][C:2]1[C:32]([C:33]([F:36])([F:34])[F:35])=[CH:31][CH:30]=[CH:29][C:3]=1[CH2:4][N:5]1[C:10](=[O:11])[C:9]([C:12]([O:14][CH2:15][CH3:16])=[O:13])=[CH:8][N:7]([C:17]2[CH:27]=[CH:26][C:20]3[N:21]([CH3:25])[C:22](=[O:24])[N:23]([CH2:38][CH:39]4[CH2:42][CH2:41][O:40]4)[C:19]=3[CH:18]=2)[C:6]1=[O:28]. The catalyst class is: 18.